From a dataset of Catalyst prediction with 721,799 reactions and 888 catalyst types from USPTO. Predict which catalyst facilitates the given reaction. (1) Reactant: CN(C=O)C.[CH:6]1[C:23]2[C:22]3[CH:21]=[C:20]4[C:15]([CH:16]=[CH:17][CH:18]=[CH:19]4)=[CH:14][C:13]=3[CH:12]=[CH:11][C:10]=2[CH:9]=[CH:8][CH:7]=1.C1C(=O)N([Br:31])C(=O)C1. Product: [Br:31][C:14]1[C:13]2[CH:12]=[CH:11][C:10]3[CH:9]=[CH:8][CH:7]=[CH:6][C:23]=3[C:22]=2[CH:21]=[C:20]2[C:15]=1[CH:16]=[CH:17][CH:18]=[CH:19]2. The catalyst class is: 6. (2) Reactant: Cl[C:2]1[N:3]([CH2:24][CH:25]2[CH2:29][CH2:28][O:27][CH2:26]2)[C:4]2[C:9]([N:10]=1)=[C:8]([N:11]1[CH2:16][CH2:15][O:14][CH2:13][CH2:12]1)[N:7]=[C:6]([C:17]1[CH:18]=[N:19][C:20]([NH2:23])=[N:21][CH:22]=1)[N:5]=2.[NH:30]1[CH2:35][CH2:34][O:33][CH2:32][CH2:31]1. Product: [N:11]1([C:8]2[N:7]=[C:6]([C:17]3[CH:18]=[N:19][C:20]([NH2:23])=[N:21][CH:22]=3)[N:5]=[C:4]3[C:9]=2[N:10]=[C:2]([N:30]2[CH2:35][CH2:34][O:33][CH2:32][CH2:31]2)[N:3]3[CH2:24][CH:25]2[CH2:29][CH2:28][O:27][CH2:26]2)[CH2:16][CH2:15][O:14][CH2:13][CH2:12]1. The catalyst class is: 16. (3) Reactant: Br[C:2]1[CH:8]=[C:7]([N+:9]([O-:11])=[O:10])[C:6]([F:12])=[CH:5][C:3]=1[NH2:4].C[C:14]([CH3:27])([C:25]#[CH:26])[C:15]([O:17][C:18](=[O:24])[C:19]([CH3:23])([CH3:22])[C:20]#[CH:21])=O.[CH3:28][CH2:29]N(CC)CC. Product: [NH2:4][C:3]1[CH:5]=[C:6]([F:12])[C:7]([N+:9]([O-:11])=[O:10])=[CH:8][C:2]=1[C:21]#[C:20][C:19]([CH3:22])([CH3:23])[C:18]([O:17][CH2:15][C:14]1[CH:25]=[CH:26][CH:29]=[CH:28][CH:27]=1)=[O:24]. The catalyst class is: 724. (4) Reactant: C1C=CC(P(C2C=CC=CC=2)C2C=CC=CC=2)=CC=1.CC(OC(/N=N/C(OC(C)C)=O)=O)C.[I:34][C:35]1[C:39]([C:40]([O:42][CH2:43][CH3:44])=[O:41])=[C:38]([C:45]([O:47][CH2:48][CH3:49])=[O:46])[NH:37][N:36]=1.O[C@H:51]1[CH2:55][O:54][CH2:53][C@@H:52]1[NH:56][C:57](=[O:63])[O:58][C:59]([CH3:62])([CH3:61])[CH3:60]. Product: [C:59]([O:58][C:57]([NH:56][C@@H:52]1[CH2:53][O:54][CH2:55][C@@H:51]1[N:37]1[C:38]([C:45]([O:47][CH2:48][CH3:49])=[O:46])=[C:39]([C:40]([O:42][CH2:43][CH3:44])=[O:41])[C:35]([I:34])=[N:36]1)=[O:63])([CH3:62])([CH3:60])[CH3:61]. The catalyst class is: 1. (5) Reactant: [Br:1][C:2]1[CH:3]=[N:4][C:5]([C:8](Cl)=[O:9])=[N:6][CH:7]=1.[CH3:11][NH:12][CH3:13]. Product: [Br:1][C:2]1[CH:3]=[N:4][C:5]([C:8]([N:12]([CH3:13])[CH3:11])=[O:9])=[N:6][CH:7]=1. The catalyst class is: 54. (6) Reactant: [CH3:1][NH:2][CH3:3].[CH3:4][N:5]([CH2:18][C:19]#[CH:20])[C:6](=[O:17])OC1C=CC([N+]([O-])=O)=CC=1. Product: [CH3:1][N:2]([CH3:3])[C:6]([N:5]([CH3:4])[CH2:18][C:19]#[CH:20])=[O:17]. The catalyst class is: 266. (7) Reactant: [CH3:1][O:2][C:3](=[O:16])[CH:4]=[CH:5][C:6]1[CH:11]=[CH:10][C:9](Cl)=[C:8]([N+:13]([O-:15])=[O:14])[CH:7]=1.[CH3:17][N:18]([CH3:22])[CH2:19][CH2:20][NH2:21].C(N(CC)CC)C. Product: [CH3:1][O:2][C:3](=[O:16])[CH:4]=[CH:5][C:6]1[CH:11]=[CH:10][C:9]([NH:21][CH2:20][CH2:19][N:18]([CH3:22])[CH3:17])=[C:8]([N+:13]([O-:15])=[O:14])[CH:7]=1. The catalyst class is: 12.